From a dataset of Reaction yield outcomes from USPTO patents with 853,638 reactions. Predict the reaction yield, written as a fraction of the theoretical maximum amount of product (1.0 means a 100% yield; for example, 0.34 means a 34% yield). The reactants are O.[OH-].[Li+].[CH2:4]([S:8]([O:11][C:12]1[CH:17]=[CH:16][C:15]([CH2:18][CH2:19][CH2:20][C:21]2[CH:26]=[CH:25][C:24]([CH2:27][CH2:28][C:29]([O:31]C)=[O:30])=[CH:23][C:22]=2[O:33][CH2:34][C:35]2[CH:40]=[CH:39][C:38]([F:41])=[CH:37][CH:36]=2)=[CH:14][C:13]=1[O:42][CH3:43])(=[O:10])=[O:9])[CH2:5][CH2:6][CH3:7].O.C(O)(=O)C. The catalyst is O1CCCC1.CO.O. The product is [CH2:4]([S:8]([O:11][C:12]1[CH:17]=[CH:16][C:15]([CH2:18][CH2:19][CH2:20][C:21]2[CH:26]=[CH:25][C:24]([CH2:27][CH2:28][C:29]([OH:31])=[O:30])=[CH:23][C:22]=2[O:33][CH2:34][C:35]2[CH:40]=[CH:39][C:38]([F:41])=[CH:37][CH:36]=2)=[CH:14][C:13]=1[O:42][CH3:43])(=[O:9])=[O:10])[CH2:5][CH2:6][CH3:7]. The yield is 0.850.